The task is: Regression. Given two drug SMILES strings and cell line genomic features, predict the synergy score measuring deviation from expected non-interaction effect.. This data is from NCI-60 drug combinations with 297,098 pairs across 59 cell lines. (1) Drug 1: C#CCC(CC1=CN=C2C(=N1)C(=NC(=N2)N)N)C3=CC=C(C=C3)C(=O)NC(CCC(=O)O)C(=O)O. Drug 2: CCC1(C2=C(COC1=O)C(=O)N3CC4=CC5=C(C=CC(=C5CN(C)C)O)N=C4C3=C2)O.Cl. Cell line: SF-539. Synergy scores: CSS=24.3, Synergy_ZIP=-4.73, Synergy_Bliss=-7.35, Synergy_Loewe=-3.69, Synergy_HSA=-3.69. (2) Drug 2: C1=CN(C(=O)N=C1N)C2C(C(C(O2)CO)O)O.Cl. Cell line: HOP-92. Synergy scores: CSS=36.4, Synergy_ZIP=-5.37, Synergy_Bliss=-4.02, Synergy_Loewe=-0.269, Synergy_HSA=0.756. Drug 1: CC1C(C(CC(O1)OC2CC(CC3=C2C(=C4C(=C3O)C(=O)C5=C(C4=O)C(=CC=C5)OC)O)(C(=O)C)O)N)O.Cl. (3) Drug 1: CC1=C(C(=CC=C1)Cl)NC(=O)C2=CN=C(S2)NC3=CC(=NC(=N3)C)N4CCN(CC4)CCO. Drug 2: C1C(C(OC1N2C=NC(=NC2=O)N)CO)O. Cell line: M14. Synergy scores: CSS=7.46, Synergy_ZIP=-0.740, Synergy_Bliss=-1.40, Synergy_Loewe=1.90, Synergy_HSA=0.0478. (4) Cell line: HT29. Drug 1: C1=C(C(=O)NC(=O)N1)N(CCCl)CCCl. Synergy scores: CSS=25.5, Synergy_ZIP=6.92, Synergy_Bliss=10.0, Synergy_Loewe=4.96, Synergy_HSA=6.02. Drug 2: CC1=C(C=C(C=C1)C(=O)NC2=CC(=CC(=C2)C(F)(F)F)N3C=C(N=C3)C)NC4=NC=CC(=N4)C5=CN=CC=C5. (5) Cell line: A549. Synergy scores: CSS=-2.35, Synergy_ZIP=1.34, Synergy_Bliss=2.05, Synergy_Loewe=-2.03, Synergy_HSA=-1.15. Drug 2: CC1=C(C=C(C=C1)NC(=O)C2=CC=C(C=C2)CN3CCN(CC3)C)NC4=NC=CC(=N4)C5=CN=CC=C5. Drug 1: CN(C)N=NC1=C(NC=N1)C(=O)N. (6) Drug 1: CC1CCC2CC(C(=CC=CC=CC(CC(C(=O)C(C(C(=CC(C(=O)CC(OC(=O)C3CCCCN3C(=O)C(=O)C1(O2)O)C(C)CC4CCC(C(C4)OC)O)C)C)O)OC)C)C)C)OC. Synergy scores: CSS=26.9, Synergy_ZIP=-9.59, Synergy_Bliss=-5.42, Synergy_Loewe=-1.06, Synergy_HSA=1.85. Cell line: PC-3. Drug 2: CN(CCCl)CCCl.Cl. (7) Drug 1: CCCCCOC(=O)NC1=NC(=O)N(C=C1F)C2C(C(C(O2)C)O)O. Drug 2: N.N.Cl[Pt+2]Cl. Cell line: SF-295. Synergy scores: CSS=26.7, Synergy_ZIP=-2.11, Synergy_Bliss=-2.18, Synergy_Loewe=-29.9, Synergy_HSA=-2.06.